From a dataset of Peptide-MHC class II binding affinity with 134,281 pairs from IEDB. Regression. Given a peptide amino acid sequence and an MHC pseudo amino acid sequence, predict their binding affinity value. This is MHC class II binding data. (1) The peptide sequence is QVESTAGSLQGQWRG. The MHC is HLA-DPA10201-DPB10501 with pseudo-sequence HLA-DPA10201-DPB10501. The binding affinity (normalized) is 0.0409. (2) The peptide sequence is PGHGISVGSLGRYKD. The MHC is HLA-DQA10201-DQB10202 with pseudo-sequence HLA-DQA10201-DQB10202. The binding affinity (normalized) is 0.0290. (3) The peptide sequence is ERGYVKLEGRVIDLG. The MHC is DRB1_0701 with pseudo-sequence DRB1_0701. The binding affinity (normalized) is 0.770. (4) The peptide sequence is PTMLKKGMTTVLDFH. The MHC is HLA-DQA10501-DQB10302 with pseudo-sequence HLA-DQA10501-DQB10302. The binding affinity (normalized) is 0.476. (5) The peptide sequence is GEIQIVDKIDAAFKI. The MHC is DRB1_0404 with pseudo-sequence DRB1_0404. The binding affinity (normalized) is 0.609. (6) The peptide sequence is VDSGAQLGELYYAIH. The MHC is DRB1_0101 with pseudo-sequence DRB1_0101. The binding affinity (normalized) is 0.412. (7) The peptide sequence is LEAAVKQAYAATIAA. The MHC is HLA-DQA10104-DQB10503 with pseudo-sequence HLA-DQA10104-DQB10503. The binding affinity (normalized) is 0.372. (8) The peptide sequence is KKEEKKESGDAASGA. The MHC is HLA-DQA10301-DQB10302 with pseudo-sequence HLA-DQA10301-DQB10302. The binding affinity (normalized) is 0.206. (9) The peptide sequence is GELTIVDKIDAAFKI. The MHC is DRB1_0101 with pseudo-sequence DRB1_0101. The binding affinity (normalized) is 0.462. (10) The binding affinity (normalized) is 0.0930. The peptide sequence is VAVSEGKPTEKHIQI. The MHC is DRB1_0301 with pseudo-sequence DRB1_0301.